Dataset: Peptide-MHC class II binding affinity with 134,281 pairs from IEDB. Task: Regression. Given a peptide amino acid sequence and an MHC pseudo amino acid sequence, predict their binding affinity value. This is MHC class II binding data. (1) The peptide sequence is ASRELERFAVNPGLL. The MHC is DRB1_1602 with pseudo-sequence DRB1_1602. The binding affinity (normalized) is 0.290. (2) The peptide sequence is DEARRMWASAQNISG. The MHC is HLA-DQA10102-DQB10602 with pseudo-sequence HLA-DQA10102-DQB10602. The binding affinity (normalized) is 0.251. (3) The peptide sequence is ISEWQPSKGWNDWEN. The MHC is DRB3_0101 with pseudo-sequence DRB3_0101. The binding affinity (normalized) is 0.205. (4) The peptide sequence is DIDLGRNEVVNDVST. The MHC is DRB1_1501 with pseudo-sequence DRB1_1501. The binding affinity (normalized) is 0.235. (5) The peptide sequence is EKALWIIFSQNMNIK. The MHC is DRB1_1001 with pseudo-sequence DRB1_1001. The binding affinity (normalized) is 0.649. (6) The peptide sequence is SIINHKFCNLSDAHK. The MHC is DRB4_0101 with pseudo-sequence DRB4_0103. The binding affinity (normalized) is 0.567. (7) The peptide sequence is LEAAVKQAYAATVAT. The MHC is DRB1_0405 with pseudo-sequence DRB1_0405. The binding affinity (normalized) is 0.283. (8) The peptide sequence is TPESATPFPHRKGVL. The MHC is DRB4_0101 with pseudo-sequence DRB4_0103. The binding affinity (normalized) is 0.404.